From a dataset of Forward reaction prediction with 1.9M reactions from USPTO patents (1976-2016). Predict the product of the given reaction. (1) Given the reactants [CH3:1][O:2][C:3]1[CH:4]=[C:5]([NH:9][C:10](=[O:16])[O:11][C:12]([CH3:15])([CH3:14])[CH3:13])[CH:6]=[CH:7][CH:8]=1.[Li]C(C)(C)C.[I:22]I.[O-]S([O-])(=S)=O.[Na+].[Na+], predict the reaction product. The product is: [I:22][C:4]1[C:3]([O:2][CH3:1])=[CH:8][CH:7]=[CH:6][C:5]=1[NH:9][C:10](=[O:16])[O:11][C:12]([CH3:13])([CH3:15])[CH3:14]. (2) Given the reactants [C:1]([C:4]1[CH:5]=[C:6]2[C:10](=[CH:11][CH:12]=1)[NH:9][CH:8]=[CH:7]2)([OH:3])=[O:2].[Si](C=[N+]=[N-])(C)(C)[CH3:14], predict the reaction product. The product is: [CH3:14][O:2][C:1]([C:4]1[CH:5]=[C:6]2[C:10](=[CH:11][CH:12]=1)[NH:9][CH:8]=[CH:7]2)=[O:3]. (3) Given the reactants [C:1]([CH2:3][CH:4]1[CH2:9][CH2:8][N:7]([C:10]([O:12][CH:13]([CH3:15])[CH3:14])=[O:11])[CH2:6][CH2:5]1)#[N:2].[OH:16][N:17]=C(C1CCN(C(OC(C)C)=O)CC1)N, predict the reaction product. The product is: [NH2:2][C:1](=[N:17][OH:16])[CH2:3][CH:4]1[CH2:5][CH2:6][N:7]([C:10]([O:12][CH:13]([CH3:15])[CH3:14])=[O:11])[CH2:8][CH2:9]1. (4) Given the reactants [CH3:1][N:2]([CH3:20])[C:3]1[CH:8]=[CH:7][C:6]([CH2:9][NH:10][C:11]2[CH:16]=[CH:15][CH:14]=[C:13]([CH:17]([CH3:19])[CH3:18])[CH:12]=2)=[CH:5][CH:4]=1.[CH:21]([C:24]1[CH:29]=[CH:28][CH:27]=[C:26]([CH:30]([CH3:32])[CH3:31])[C:25]=1[N:33]=[C:34]=[O:35])([CH3:23])[CH3:22], predict the reaction product. The product is: [CH:21]([C:24]1[CH:29]=[CH:28][CH:27]=[C:26]([CH:30]([CH3:31])[CH3:32])[C:25]=1[NH:33][C:34](=[O:35])[N:10]([CH2:9][C:6]1[CH:5]=[CH:4][C:3]([N:2]([CH3:20])[CH3:1])=[CH:8][CH:7]=1)[C:11]1[CH:16]=[CH:15][CH:14]=[C:13]([CH:17]([CH3:18])[CH3:19])[CH:12]=1)([CH3:22])[CH3:23]. (5) Given the reactants Br[C:2]1[N:6]2[C:7](=[O:25])[CH:8]=[C:9]([CH2:11][N:12]3[C:16]([C:17]([F:20])([F:19])[F:18])=[C:15]([F:21])[C:14]([CH:22]4[CH2:24][CH2:23]4)=[N:13]3)[N:10]=[C:5]2[S:4][C:3]=1[CH3:26].C(=O)([O-])[O-].[Na+].[Na+].[OH:33][CH2:34][C@@H:35]1[CH2:37][C@H:36]1[B-](F)(F)F.[K+].O, predict the reaction product. The product is: [CH:22]1([C:14]2[C:15]([F:21])=[C:16]([C:17]([F:20])([F:19])[F:18])[N:12]([CH2:11][C:9]3[N:10]=[C:5]4[S:4][C:3]([CH3:26])=[C:2]([C@@H:36]5[CH2:37][C@H:35]5[CH2:34][OH:33])[N:6]4[C:7](=[O:25])[CH:8]=3)[N:13]=2)[CH2:24][CH2:23]1. (6) Given the reactants [NH:1]1[CH:5]=[CH:4][N:3]=[C:2]1[CH2:6][N:7]([CH2:15][C:16]1[CH:29]=[CH:28][C:19]([CH2:20][N:21]([CH3:27])[CH2:22][CH2:23][CH2:24][CH2:25][NH2:26])=[CH:18][CH:17]=1)[CH2:8][C:9]1[N:10]([CH3:14])[CH:11]=[CH:12][N:13]=1.[C:30]1(=O)[CH2:35][CH2:34][CH2:33][CH2:32][CH2:31]1.C([BH3-])#N.[Na+].C(O)(=O)C, predict the reaction product. The product is: [CH:30]1([NH:26][CH2:25][CH2:24][CH2:23][CH2:22][N:21]([CH2:20][C:19]2[CH:28]=[CH:29][C:16]([CH2:15][N:7]([CH2:6][C:2]3[NH:3][CH:4]=[CH:5][N:1]=3)[CH2:8][C:9]3[N:10]([CH3:14])[CH:11]=[CH:12][N:13]=3)=[CH:17][CH:18]=2)[CH3:27])[CH2:35][CH2:34][CH2:33][CH2:32][CH2:31]1. (7) Given the reactants [Cl:1][C:2]1[CH:7]=[CH:6][C:5]([C:8]2[C:14]3[CH:15]=[C:16]([O:19][CH3:20])[CH:17]=[CH:18][C:13]=3[N:12]3[C:21]([CH3:24])=[N:22][N:23]=[C:11]3[C@H:10]([CH2:25][C:26](O)=[O:27])[N:9]=2)=[CH:4][CH:3]=1.CCN=C=NCCCN(C)C.[NH2:40][CH2:41][CH2:42][O:43][CH2:44][CH2:45][O:46][CH2:47][CH2:48][O:49][CH2:50][CH2:51][O:52][CH2:53][CH2:54][O:55][CH2:56][CH2:57][O:58][CH2:59][CH2:60][O:61][CH2:62][CH2:63][O:64][C:65]1[CH:66]=[CH:67][C:68]2[N:74]3[C:75]([CH3:78])=[N:76][N:77]=[C:73]3[C@H:72]([CH2:79][C:80]([NH:82][CH2:83][CH3:84])=[O:81])[N:71]=[C:70]([C:85]3[CH:90]=[CH:89][C:88]([Cl:91])=[CH:87][CH:86]=3)[C:69]=2[CH:92]=1, predict the reaction product. The product is: [Cl:91][C:88]1[CH:89]=[CH:90][C:85]([C:70]2[C:69]3[CH:92]=[C:65]([O:64][CH2:63][CH2:62][O:61][CH2:60][CH2:59][O:58][CH2:57][CH2:56][O:55][CH2:54][CH2:53][O:52][CH2:51][CH2:50][O:49][CH2:48][CH2:47][O:46][CH2:45][CH2:44][O:43][CH2:42][CH2:41][NH:40][C:26](=[O:27])[CH2:25][C@@H:10]4[N:9]=[C:8]([C:5]5[CH:6]=[CH:7][C:2]([Cl:1])=[CH:3][CH:4]=5)[C:14]5[CH:15]=[C:16]([O:19][CH3:20])[CH:17]=[CH:18][C:13]=5[N:12]5[C:21]([CH3:24])=[N:22][N:23]=[C:11]45)[CH:66]=[CH:67][C:68]=3[N:74]3[C:75]([CH3:78])=[N:76][N:77]=[C:73]3[C@H:72]([CH2:79][C:80]([NH:82][CH2:83][CH3:84])=[O:81])[N:71]=2)=[CH:86][CH:87]=1. (8) Given the reactants C[O:2][C:3](=[O:37])[C@@H:4]([NH:15][C:16]([C:18]1[C:19]([CH3:36])=[N:20][C:21]([NH:25][CH2:26][CH2:27][CH2:28][C:29]2[CH:34]=[CH:33][CH:32]=[C:31]([OH:35])[CH:30]=2)=[N:22][C:23]=1[CH3:24])=[O:17])[CH2:5][NH:6][C:7]([C:9]1[S:10][CH:11]=[CH:12][C:13]=1[CH3:14])=[O:8].O.[OH-].[Li+].S([O-])(O)(=O)=O.[K+], predict the reaction product. The product is: [OH:35][C:31]1[CH:30]=[C:29]([CH2:28][CH2:27][CH2:26][NH:25][C:21]2[N:20]=[C:19]([CH3:36])[C:18]([C:16]([NH:15][C@@H:4]([CH2:5][NH:6][C:7]([C:9]3[S:10][CH:11]=[CH:12][C:13]=3[CH3:14])=[O:8])[C:3]([OH:37])=[O:2])=[O:17])=[C:23]([CH3:24])[N:22]=2)[CH:34]=[CH:33][CH:32]=1. (9) Given the reactants [F:1][CH2:2][CH2:3][O:4][C:5]1[CH:14]=[C:13]2[C:8]([N:9]=[CH:10][C:11]([C:15]3[CH:21]=[CH:20][C:18]([NH2:19])=[CH:17][CH:16]=3)=[N:12]2)=[CH:7][CH:6]=1.C=O.C[O-].[Na+].B.[Na].[C:29](=O)([O-])O.[Na+], predict the reaction product. The product is: [F:1][CH2:2][CH2:3][O:4][C:5]1[CH:14]=[C:13]2[C:8]([N:9]=[CH:10][C:11]([C:15]3[CH:21]=[CH:20][C:18]([NH:19][CH3:29])=[CH:17][CH:16]=3)=[N:12]2)=[CH:7][CH:6]=1.